The task is: Predict the reaction yield, written as a fraction of the theoretical maximum amount of product (1.0 means a 100% yield; for example, 0.34 means a 34% yield).. This data is from Reaction yield outcomes from USPTO patents with 853,638 reactions. (1) The reactants are [Cl:1][C:2]1[CH:7]=[CH:6][C:5]([CH:8](O)[CH3:9])=[CH:4][CH:3]=1.P(Br)(Br)[Br:12].C(=O)([O-])O.[Na+]. The catalyst is C(OCC)C. The product is [Br:12][CH:8]([C:5]1[CH:6]=[CH:7][C:2]([Cl:1])=[CH:3][CH:4]=1)[CH3:9]. The yield is 0.820. (2) The product is [CH:21]1([C:19]([N:16]2[CH2:17][CH2:18][C@@H:14]([CH2:13][N:12]3[CH:11]=[N:10][N:9]=[C:8]3[C:5]3[CH:6]=[CH:7][C:2]([C:31]4[CH:32]=[CH:33][CH:34]=[C:29]([C:28]5[NH:27][N:26]=[N:25][N:24]=5)[CH:30]=4)=[CH:3][CH:4]=3)[CH2:15]2)=[O:20])[CH2:23][CH2:22]1. The catalyst is O1CCOCC1.C([O-])([O-])=O.[K+].[K+].C1C=CC(P(C2C=CC=CC=2)[C-]2C=CC=C2)=CC=1.C1C=CC(P(C2C=CC=CC=2)[C-]2C=CC=C2)=CC=1.Cl[Pd]Cl.[Fe+2]. The reactants are Br[C:2]1[CH:7]=[CH:6][C:5]([C:8]2[N:12]([CH2:13][C@@H:14]3[CH2:18][CH2:17][N:16]([C:19]([CH:21]4[CH2:23][CH2:22]4)=[O:20])[CH2:15]3)[CH:11]=[N:10][N:9]=2)=[CH:4][CH:3]=1.[NH:24]1[C:28]([C:29]2[CH:30]=[C:31](B(O)O)[CH:32]=[CH:33][CH:34]=2)=[N:27][N:26]=[N:25]1. The yield is 0.390. (3) The yield is 0.404. The catalyst is C(Cl)Cl. The reactants are [NH2:1][CH:2]1[CH2:6][CH2:5][N:4]([C:7]2[CH:8]=[N:9][C:10]([O:16][C:17]3[CH:22]=[CH:21][C:20]([O:23][C:24]4[CH:29]=[CH:28][CH:27]=[CH:26][CH:25]=4)=[CH:19][CH:18]=3)=[C:11]([CH:15]=2)[C:12]([NH2:14])=[O:13])[CH2:3]1.C(N(CC)C(C)C)(C)C.[C:39](Cl)(=[O:43])/[CH:40]=[CH:41]/[CH3:42]. The product is [C:39]([NH:1][CH:2]1[CH2:6][CH2:5][N:4]([C:7]2[CH:8]=[N:9][C:10]([O:16][C:17]3[CH:22]=[CH:21][C:20]([O:23][C:24]4[CH:29]=[CH:28][CH:27]=[CH:26][CH:25]=4)=[CH:19][CH:18]=3)=[C:11]([CH:15]=2)[C:12]([NH2:14])=[O:13])[CH2:3]1)(=[O:43])/[CH:40]=[CH:41]/[CH3:42]. (4) The reactants are [CH2:1]([C:3]1[N:13]([CH2:14][C:15]2[CH:16]=[C:17]([CH:22]=[CH:23][CH:24]=2)[C:18](OC)=[O:19])[C:6]2=[N:7][C:8]([CH3:12])=[CH:9][C:10]([CH3:11])=[C:5]2[N:4]=1)[CH3:2].[H-].C([Al+]CC(C)C)C(C)C.O.O.O.O.C(C(C(C([O-])=O)O)O)([O-])=O.[Na+].[K+]. The catalyst is C1(C)C=CC=CC=1.C(OCC)(=O)C. The product is [CH2:1]([C:3]1[N:13]([CH2:14][C:15]2[CH:16]=[C:17]([CH:22]=[CH:23][CH:24]=2)[CH2:18][OH:19])[C:6]2=[N:7][C:8]([CH3:12])=[CH:9][C:10]([CH3:11])=[C:5]2[N:4]=1)[CH3:2]. The yield is 0.900. (5) The reactants are [Cl:1][C:2]1[CH:15]=[CH:14][C:13]2[S:12][C:11]3[C:6](=[CH:7][CH:8]=[CH:9][CH:10]=3)[N:5]([CH2:16][CH2:17][OH:18])[C:4]=2[CH:3]=1.[C:32]1(P([C:32]2[CH:37]=[CH:36][CH:35]=[CH:34][CH:33]=2)[C:32]2[CH:37]=[CH:36][CH:35]=[CH:34][CH:33]=2)[CH:37]=[CH:36][CH:35]=[CH:34][CH:33]=1.C[CH2:39][O:40]C(/N=N/C(OCC)=O)=O.[CH3:50][O:51][C:52](=[O:78])[C@@H:53]([NH:62][C:63]1[CH:68]=[CH:67][CH:66]=[CH:65][C:64]=1OC(=O)C1C=CC=CC=1)[CH2:54][C:55]1[CH:60]=[CH:59][C:58](O)=[CH:57][CH:56]=1. The catalyst is C1COCC1.O. The product is [CH3:50][O:51][C:52](=[O:78])[C@@H:53]([NH:62][C:63]1[CH:68]=[CH:67][CH:66]=[CH:65][C:64]=1[C:39](=[O:40])[C:32]1[CH:33]=[CH:34][CH:35]=[CH:36][CH:37]=1)[CH2:54][C:55]1[CH:56]=[CH:57][C:58]([O:18][CH2:17][CH2:16][N:5]2[C:4]3[CH:3]=[C:2]([Cl:1])[CH:15]=[CH:14][C:13]=3[S:12][C:11]3[C:6]2=[CH:7][CH:8]=[CH:9][CH:10]=3)=[CH:59][CH:60]=1. The yield is 0.760. (6) The reactants are [CH:1]1[C:13]2[NH:12][C:11]3[C:6](=[CH:7][CH:8]=[CH:9][CH:10]=3)[C:5]=2[CH:4]=[CH:3][CH:2]=1.[I:14]I.OS(O)(=O)=O.[OH-].[Na+]. The catalyst is C(O)C.CCOC(C)=O.CCCCCC. The product is [I:14][C:3]1[CH:2]=[CH:1][C:13]2[NH:12][C:11]3[C:6]([C:5]=2[CH:4]=1)=[CH:7][CH:8]=[CH:9][CH:10]=3. The yield is 0.700. (7) The reactants are [CH2:1](Cl)CCl.[CH3:5][CH2:6][C:7]1[C:12]2[NH:13][C:14]([CH2:17][NH2:18])=[C:15]([CH3:16])[C:11]=2[CH:10]=[CH:9][CH:8]=1.Cl.[O:20]=[C:21]1[CH2:26][O:25][C:24]2[CH:27]=[C:28](/[CH:31]=[CH:32]/[C:33]([OH:35])=O)[CH:29]=[N:30][C:23]=2[NH:22]1.C1C=CC2N(O)N=NC=2C=1.CCN(C(C)C)C(C)C. The catalyst is CN(C=O)C.O. The product is [CH2:6]([C:7]1[CH:8]=[CH:9][CH:10]=[C:11]2[C:12]=1[NH:13][C:14]([CH2:17][N:18]([CH3:1])[C:33](=[O:35])/[CH:32]=[CH:31]/[C:28]1[CH:29]=[N:30][C:23]3[NH:22][C:21](=[O:20])[CH2:26][O:25][C:24]=3[CH:27]=1)=[C:15]2[CH3:16])[CH3:5]. The yield is 0.0000100. (8) The reactants are C([O:3][C:4](=[O:24])[CH2:5][NH:6][C:7]([C:9]1[CH:14]=[CH:13][C:12]([C:15]2[CH:20]=[CH:19][C:18]([Cl:21])=[CH:17][CH:16]=2)=[CH:11][C:10]=1[O:22]C)=[O:8])C.B(Br)(Br)Br. The catalyst is C(Cl)Cl. The product is [Cl:21][C:18]1[CH:17]=[CH:16][C:15]([C:12]2[CH:13]=[CH:14][C:9]([C:7]([NH:6][CH2:5][C:4]([OH:24])=[O:3])=[O:8])=[C:10]([OH:22])[CH:11]=2)=[CH:20][CH:19]=1. The yield is 0.410.